This data is from Full USPTO retrosynthesis dataset with 1.9M reactions from patents (1976-2016). The task is: Predict the reactants needed to synthesize the given product. (1) Given the product [CH:1]1([C:4]2[O:10][N:15]=[C:16]([CH:17]3[CH2:19][CH:18]3[C:20]3[CH:25]=[CH:24][CH:23]=[CH:22][CH:21]=3)[C:5]=2[C:6]([OH:8])=[O:7])[CH2:3][CH2:2]1, predict the reactants needed to synthesize it. The reactants are: [CH:1]1([C:4](=[O:10])[CH2:5][C:6]([O:8]C)=[O:7])[CH2:3][CH2:2]1.C[O-].[Na+].O[N:15]=[C:16](Cl)[C@@H:17]1[CH2:19][C@H:18]1[C:20]1[CH:25]=[CH:24][CH:23]=[CH:22][CH:21]=1. (2) Given the product [CH3:1][N:2]1[CH:6]=[CH:5][C:4]([C:7]([Cl:13])=[O:9])=[N:3]1, predict the reactants needed to synthesize it. The reactants are: [CH3:1][N:2]1[CH:6]=[CH:5][C:4]([C:7]([OH:9])=O)=[N:3]1.C(Cl)(=O)C([Cl:13])=O. (3) Given the product [NH2:1][C:2]([NH:4][C:5]1[C:6]([C:19]([NH2:21])=[O:20])=[N:7][N:8]([C:10]2[CH:15]=[CH:14][C:13]([O:16][CH3:17])=[C:12]([Cl:18])[CH:11]=2)[CH:9]=1)=[O:3], predict the reactants needed to synthesize it. The reactants are: [NH2:1][C:2]([NH:4][C:5]1[C:6]([C:19]([NH:21]CC2C=CC(OC)=CC=2OC)=[O:20])=[N:7][N:8]([C:10]2[CH:15]=[CH:14][C:13]([O:16][CH3:17])=[C:12]([Cl:18])[CH:11]=2)[CH:9]=1)=[O:3]. (4) The reactants are: Br[C:2]1[CH:11]=[C:10]2[C:5]([C:6](=[O:19])[C:7]3[C:17](=[O:18])[NH:16][S:15][C:8]=3[N:9]2[CH:12]2[CH2:14][CH2:13]2)=[CH:4][C:3]=1[F:20].[C:21]([N:24]1[CH2:29][CH:28]=[C:27]([Sn](CCCC)(CCCC)CCCC)[CH2:26][CH2:25]1)(=[O:23])[CH3:22]. Given the product [C:21]([N:24]1[CH2:25][CH:26]=[C:27]([C:2]2[CH:11]=[C:10]3[C:5]([C:6](=[O:19])[C:7]4[C:17](=[O:18])[NH:16][S:15][C:8]=4[N:9]3[CH:12]3[CH2:14][CH2:13]3)=[CH:4][C:3]=2[F:20])[CH2:28][CH2:29]1)(=[O:23])[CH3:22], predict the reactants needed to synthesize it. (5) Given the product [P:6]([O-:10])([O-:9])([O-:8])=[O:7].[Mg+2:2].[Mg+2:2].[Mg+2:2].[P:6]([O-:10])([O-:9])([O-:8])=[O:7], predict the reactants needed to synthesize it. The reactants are: [Cl-].[Mg+2:2].[Cl-].[OH-].[Na+].[P:6](=[O:10])([OH:9])([OH:8])[OH:7]. (6) Given the product [Br:1][C:2]1[CH:11]=[C:10]2[C:5]([N:6]=[CH:7][C:8]([NH:12][NH:13][C:50]([CH:47]3[CH2:49][CH2:48]3)=[O:51])=[N:9]2)=[CH:4][CH:3]=1, predict the reactants needed to synthesize it. The reactants are: [Br:1][C:2]1[CH:11]=[C:10]2[C:5]([N:6]=[CH:7][C:8]([NH:12][NH2:13])=[N:9]2)=[CH:4][CH:3]=1.CN(C(ON1N=NC2C=CC=NC1=2)=[N+](C)C)C.F[P-](F)(F)(F)(F)F.CCN(C(C)C)C(C)C.[CH:47]1([C:50](O)=[O:51])[CH2:49][CH2:48]1.